From a dataset of Forward reaction prediction with 1.9M reactions from USPTO patents (1976-2016). Predict the product of the given reaction. (1) Given the reactants Br[C:2]1[CH:3]=[C:4]([CH:21]=[C:22]([CH2:24][OH:25])[CH:23]=1)[CH2:5][O:6][C:7]1[CH:12]=[CH:11][CH:10]=[CH:9][C:8]=1[CH2:13][C:14]([O:16][C:17]([CH3:20])([CH3:19])[CH3:18])=[O:15].CC1(C)C(C)(C)OB([C:34]2[CH:35]=[C:36]([C@H:40]([NH:44][C:45](=[O:51])[O:46][C:47]([CH3:50])([CH3:49])[CH3:48])[CH2:41][CH2:42][CH3:43])[CH:37]=[CH:38][CH:39]=2)O1.[O-]P([O-])([O-])=O.[K+].[K+].[K+].C(Cl)Cl, predict the reaction product. The product is: [C:47]([O:46][C:45]([NH:44][C@@H:40]([C:36]1[CH:37]=[C:38]([C:2]2[CH:23]=[C:22]([CH2:24][OH:25])[CH:21]=[C:4]([CH2:5][O:6][C:7]3[CH:12]=[CH:11][CH:10]=[CH:9][C:8]=3[CH2:13][C:14]([O:16][C:17]([CH3:20])([CH3:19])[CH3:18])=[O:15])[CH:3]=2)[CH:39]=[CH:34][CH:35]=1)[CH2:41][CH2:42][CH3:43])=[O:51])([CH3:48])([CH3:49])[CH3:50]. (2) The product is: [F:1][C:2]1[CH:3]=[C:4]2[C:9](=[CH:10][CH:11]=1)[N:8]=[C:7]([CH:12]([NH2:14])[CH3:13])[C:6]([C:22]1[CH:27]=[CH:26][CH:25]=[CH:24][N:23]=1)=[C:5]2[C:28]1[O:32][N:31]=[C:30]([CH3:33])[N:29]=1. Given the reactants [F:1][C:2]1[CH:3]=[C:4]2[C:9](=[CH:10][CH:11]=1)[N:8]=[C:7]([CH:12]([NH:14]C(=O)OC(C)(C)C)[CH3:13])[C:6]([C:22]1[CH:27]=[CH:26][CH:25]=[CH:24][N:23]=1)=[C:5]2[C:28]1[O:32][N:31]=[C:30]([CH3:33])[N:29]=1.O1CCOCC1, predict the reaction product. (3) The product is: [CH2:41]([O:40][C:38](=[O:39])[CH2:37][CH2:36][C:35]([NH:27][S:24]([C:21]1[CH:22]=[CH:23][C:18]([NH:17][C:4]2[N:3]=[C:2]([NH2:1])[N:6]([C:7](=[O:16])[C:8]3[C:13]([F:14])=[CH:12][CH:11]=[CH:10][C:9]=3[F:15])[N:5]=2)=[CH:19][CH:20]=1)(=[O:25])=[O:26])=[O:43])[CH3:42]. Given the reactants [NH2:1][C:2]1[N:6]([C:7](=[O:16])[C:8]2[C:13]([F:14])=[CH:12][CH:11]=[CH:10][C:9]=2[F:15])[N:5]=[C:4]([NH:17][C:18]2[CH:23]=[CH:22][C:21]([S:24]([NH2:27])(=[O:26])=[O:25])=[CH:20][CH:19]=2)[N:3]=1.CC(C)([O-])C.[K+].Cl[C:35](=[O:43])[CH2:36][CH2:37][C:38]([O:40][CH2:41][CH3:42])=[O:39], predict the reaction product. (4) Given the reactants [F:1][C:2]1[CH:3]=[C:4]([CH3:27])[CH:5]=[C:6]2[C:10]=1[C:9](=O)[CH:8]([CH:12]1[CH2:17][CH2:16][CH:15]([CH:18]3[CH2:23][CH2:22][CH:21]([CH2:24][CH2:25][CH3:26])[CH2:20][CH2:19]3)[CH2:14][CH2:13]1)[CH2:7]2.[F:28][C:29]([Si](C)(C)C)([F:31])[F:30].[F-].C([N+](CCCC)(CCCC)CCCC)CCC.[F-].[K+].S(Cl)(Cl)=O, predict the reaction product. The product is: [F:1][C:2]1[CH:3]=[C:4]([CH3:27])[CH:5]=[C:6]2[C:10]=1[C:9]([C:29]([F:31])([F:30])[F:28])=[C:8]([CH:12]1[CH2:17][CH2:16][CH:15]([CH:18]3[CH2:23][CH2:22][CH:21]([CH2:24][CH2:25][CH3:26])[CH2:20][CH2:19]3)[CH2:14][CH2:13]1)[CH2:7]2.